From a dataset of NCI-60 drug combinations with 297,098 pairs across 59 cell lines. Regression. Given two drug SMILES strings and cell line genomic features, predict the synergy score measuring deviation from expected non-interaction effect. (1) Drug 1: CN(C)C1=NC(=NC(=N1)N(C)C)N(C)C. Drug 2: CC(C1=C(C=CC(=C1Cl)F)Cl)OC2=C(N=CC(=C2)C3=CN(N=C3)C4CCNCC4)N. Cell line: CAKI-1. Synergy scores: CSS=3.43, Synergy_ZIP=-5.20, Synergy_Bliss=-7.78, Synergy_Loewe=-21.7, Synergy_HSA=-6.04. (2) Drug 1: C1=NC2=C(N=C(N=C2N1C3C(C(C(O3)CO)O)F)Cl)N. Drug 2: C1=CC=C(C(=C1)C(C2=CC=C(C=C2)Cl)C(Cl)Cl)Cl. Cell line: IGROV1. Synergy scores: CSS=-3.27, Synergy_ZIP=0.688, Synergy_Bliss=-0.849, Synergy_Loewe=-2.46, Synergy_HSA=-2.41.